From a dataset of NCI-60 drug combinations with 297,098 pairs across 59 cell lines. Regression. Given two drug SMILES strings and cell line genomic features, predict the synergy score measuring deviation from expected non-interaction effect. (1) Drug 1: CCC(=C(C1=CC=CC=C1)C2=CC=C(C=C2)OCCN(C)C)C3=CC=CC=C3.C(C(=O)O)C(CC(=O)O)(C(=O)O)O. Drug 2: CN1C2=C(C=C(C=C2)N(CCCl)CCCl)N=C1CCCC(=O)O.Cl. Cell line: SK-MEL-2. Synergy scores: CSS=3.38, Synergy_ZIP=-0.827, Synergy_Bliss=-9.08, Synergy_Loewe=-4.37, Synergy_HSA=-9.49. (2) Drug 1: CCC1(CC2CC(C3=C(CCN(C2)C1)C4=CC=CC=C4N3)(C5=C(C=C6C(=C5)C78CCN9C7C(C=CC9)(C(C(C8N6C)(C(=O)OC)O)OC(=O)C)CC)OC)C(=O)OC)O. Drug 2: CC1CCC2CC(C(=CC=CC=CC(CC(C(=O)C(C(C(=CC(C(=O)CC(OC(=O)C3CCCCN3C(=O)C(=O)C1(O2)O)C(C)CC4CCC(C(C4)OC)OP(=O)(C)C)C)C)O)OC)C)C)C)OC. Cell line: SW-620. Synergy scores: CSS=34.3, Synergy_ZIP=-6.96, Synergy_Bliss=-7.83, Synergy_Loewe=-6.28, Synergy_HSA=-2.98. (3) Drug 1: N.N.Cl[Pt+2]Cl. Drug 2: CC1C(C(CC(O1)OC2CC(CC3=C2C(=C4C(=C3O)C(=O)C5=C(C4=O)C(=CC=C5)OC)O)(C(=O)CO)O)N)O.Cl. Cell line: OVCAR-4. Synergy scores: CSS=28.4, Synergy_ZIP=-2.30, Synergy_Bliss=-4.56, Synergy_Loewe=-12.7, Synergy_HSA=-2.38. (4) Drug 1: COC1=C2C(=CC3=C1OC=C3)C=CC(=O)O2. Drug 2: C(CN)CNCCSP(=O)(O)O. Cell line: NCI-H460. Synergy scores: CSS=-0.230, Synergy_ZIP=0.155, Synergy_Bliss=0.706, Synergy_Loewe=-1.59, Synergy_HSA=-1.36. (5) Drug 1: C1CC(C1)(C(=O)O)C(=O)O.[NH2-].[NH2-].[Pt+2]. Drug 2: CC1C(C(CC(O1)OC2CC(OC(C2O)C)OC3=CC4=CC5=C(C(=O)C(C(C5)C(C(=O)C(C(C)O)O)OC)OC6CC(C(C(O6)C)O)OC7CC(C(C(O7)C)O)OC8CC(C(C(O8)C)O)(C)O)C(=C4C(=C3C)O)O)O)O. Cell line: SW-620. Synergy scores: CSS=49.3, Synergy_ZIP=0.210, Synergy_Bliss=-0.363, Synergy_Loewe=-20.7, Synergy_HSA=-1.86. (6) Drug 1: C1CC(=O)NC(=O)C1N2CC3=C(C2=O)C=CC=C3N. Drug 2: CCC(=C(C1=CC=CC=C1)C2=CC=C(C=C2)OCCN(C)C)C3=CC=CC=C3.C(C(=O)O)C(CC(=O)O)(C(=O)O)O. Cell line: IGROV1. Synergy scores: CSS=5.47, Synergy_ZIP=-3.82, Synergy_Bliss=-2.33, Synergy_Loewe=-0.215, Synergy_HSA=-0.182. (7) Drug 1: C1CN1P(=S)(N2CC2)N3CC3. Drug 2: CCC1(CC2CC(C3=C(CCN(C2)C1)C4=CC=CC=C4N3)(C5=C(C=C6C(=C5)C78CCN9C7C(C=CC9)(C(C(C8N6C=O)(C(=O)OC)O)OC(=O)C)CC)OC)C(=O)OC)O.OS(=O)(=O)O. Cell line: SF-539. Synergy scores: CSS=33.0, Synergy_ZIP=-9.65, Synergy_Bliss=-2.29, Synergy_Loewe=-0.555, Synergy_HSA=-0.207. (8) Drug 1: CCCCC(=O)OCC(=O)C1(CC(C2=C(C1)C(=C3C(=C2O)C(=O)C4=C(C3=O)C=CC=C4OC)O)OC5CC(C(C(O5)C)O)NC(=O)C(F)(F)F)O. Drug 2: C1C(C(OC1N2C=NC(=NC2=O)N)CO)O. Cell line: SR. Synergy scores: CSS=61.9, Synergy_ZIP=-2.20, Synergy_Bliss=2.56, Synergy_Loewe=3.88, Synergy_HSA=5.27. (9) Drug 1: C1=CC(=CC=C1CCC2=CNC3=C2C(=O)NC(=N3)N)C(=O)NC(CCC(=O)O)C(=O)O. Drug 2: CC1=CC=C(C=C1)C2=CC(=NN2C3=CC=C(C=C3)S(=O)(=O)N)C(F)(F)F. Cell line: SK-MEL-5. Synergy scores: CSS=3.02, Synergy_ZIP=-1.97, Synergy_Bliss=-2.10, Synergy_Loewe=-7.03, Synergy_HSA=-3.69. (10) Drug 1: C1CC(=O)NC(=O)C1N2CC3=C(C2=O)C=CC=C3N. Drug 2: C1=CN(C(=O)N=C1N)C2C(C(C(O2)CO)O)O.Cl. Cell line: SR. Synergy scores: CSS=21.4, Synergy_ZIP=-8.77, Synergy_Bliss=-7.68, Synergy_Loewe=-4.60, Synergy_HSA=-4.08.